From a dataset of Catalyst prediction with 721,799 reactions and 888 catalyst types from USPTO. Predict which catalyst facilitates the given reaction. Reactant: [CH2:1]([C:5]1[N:6]=[C:7]([NH2:25])[C:8]2[NH:13][N:12]=[C:11]([CH2:14][CH2:15][CH2:16][CH2:17][CH2:18][CH2:19][N:20]3[CH2:24][CH2:23][CH2:22][CH2:21]3)[C:9]=2[N:10]=1)[CH2:2][CH2:3][CH3:4].[C:26]([OH:33])(=[O:32])/[CH:27]=[CH:28]\[C:29]([OH:31])=[O:30]. Product: [C:26]([OH:33])(=[O:32])/[CH:27]=[CH:28]\[C:29]([OH:31])=[O:30].[C:26]([OH:33])(=[O:32])/[CH:27]=[CH:28]\[C:29]([OH:31])=[O:30].[CH2:1]([C:5]1[N:6]=[C:7]([NH2:25])[C:8]2[NH:13][N:12]=[C:11]([CH2:14][CH2:15][CH2:16][CH2:17][CH2:18][CH2:19][N:20]3[CH2:24][CH2:23][CH2:22][CH2:21]3)[C:9]=2[N:10]=1)[CH2:2][CH2:3][CH3:4]. The catalyst class is: 41.